Dataset: Experimentally validated miRNA-target interactions with 360,000+ pairs, plus equal number of negative samples. Task: Binary Classification. Given a miRNA mature sequence and a target amino acid sequence, predict their likelihood of interaction. (1) The miRNA is hsa-miR-3130-3p with sequence GCUGCACCGGAGACUGGGUAA. The protein sequence of the target gene is MADVVVGKDKGGEQRLISLPLSRIRVIMKSSPEVSSINQEALVLTAKATELFVQCLATYSYRHGSGKEKKVLTYSDLANTAQQSETFQFLADILPKKILASKYLKMLKEEKREEDEENDNDNESDHDEADS. Result: 0 (no interaction). (2) The protein sequence of the target gene is MAAAAAAGSGTPREEEGPAGEAAASQPQAPTSVPGARLSRLPLARVKALVKADPDVTLAGQEAIFILARAAELFVETIAKDAYCCAQQGKRKTLQRRDLDNAIEAVDEFAFLEGTLD. The miRNA is mmu-miR-1942 with sequence UCAGAUGUCUUCAUCUGGUUG. Result: 0 (no interaction).